From a dataset of Reaction yield outcomes from USPTO patents with 853,638 reactions. Predict the reaction yield, written as a fraction of the theoretical maximum amount of product (1.0 means a 100% yield; for example, 0.34 means a 34% yield). The reactants are [C:1]([O:5][C:6]([N:8]1[CH2:13][CH2:12][CH:11]([NH:14][C:15]2[CH:20]=[CH:19][CH:18]=[CH:17][CH:16]=2)[CH2:10][CH2:9]1)=[O:7])([CH3:4])([CH3:3])[CH3:2].[CH3:21][N:22]=[C:23]=[S:24]. The catalyst is C(O)C.C1(C)C=CC=CC=1. The product is [C:1]([O:5][C:6]([N:8]1[CH2:9][CH2:10][CH:11]([N:14]([C:15]2[CH:20]=[CH:19][CH:18]=[CH:17][CH:16]=2)[C:23]([NH:22][CH3:21])=[S:24])[CH2:12][CH2:13]1)=[O:7])([CH3:4])([CH3:2])[CH3:3]. The yield is 0.530.